This data is from Reaction yield outcomes from USPTO patents with 853,638 reactions. The task is: Predict the reaction yield, written as a fraction of the theoretical maximum amount of product (1.0 means a 100% yield; for example, 0.34 means a 34% yield). (1) The reactants are [CH2:1]([S:3](Cl)(=[O:5])=[O:4])[CH3:2].[F:7][C:8]1[CH:30]=[C:29]([F:31])[CH:28]=[CH:27][C:9]=1[O:10][C:11]1[N:16]=[CH:15][C:14]([NH2:17])=[CH:13][C:12]=1[B:18]1[O:22][C:21]([CH3:24])([CH3:23])[C:20]([CH3:26])([CH3:25])[O:19]1.N1C=CC=CC=1.O. The catalyst is C(Cl)Cl. The product is [F:7][C:8]1[CH:30]=[C:29]([F:31])[CH:28]=[CH:27][C:9]=1[O:10][C:11]1[N:16]=[CH:15][C:14]([NH:17][S:3]([CH2:1][CH3:2])(=[O:5])=[O:4])=[CH:13][C:12]=1[B:18]1[O:22][C:21]([CH3:23])([CH3:24])[C:20]([CH3:25])([CH3:26])[O:19]1. The yield is 0.880. (2) The reactants are [Cl-].[Al+3].[Cl-].[Cl-].[Br:5][C:6]1[C:10]([Br:11])=[CH:9][S:8][CH:7]=1.[C:12](Cl)(=[O:19])[CH2:13][CH2:14][CH2:15][CH2:16][CH2:17][CH3:18]. The catalyst is ClCCl. The product is [Br:5][C:6]1[C:10]([Br:11])=[CH:9][S:8][C:7]=1[C:12](=[O:19])[CH2:13][CH2:14][CH2:15][CH2:16][CH2:17][CH3:18]. The yield is 0.710. (3) The reactants are [CH3:1][NH:2][C:3]1[CH:8]=[CH:7][C:6]([C:9]2[S:10][C:11]3[CH:17]=[C:16]([O:18]C)[CH:15]=[CH:14][C:12]=3[N:13]=2)=[CH:5][N:4]=1.Br(O)(=O)=O.C(=O)(O)[O-].[Na+]. The catalyst is O. The product is [CH3:1][NH:2][C:3]1[CH:8]=[CH:7][C:6]([C:9]2[S:10][C:11]3[CH:17]=[C:16]([OH:18])[CH:15]=[CH:14][C:12]=3[N:13]=2)=[CH:5][N:4]=1. The yield is 0.890. (4) The reactants are [C:1]([O-:4])(=[O:3])[CH3:2].[K+].C1OCCOCCOCCOCCOCCOC1.[C:24]([O:28][C:29](=[O:39])[NH:30][C:31]1[CH:36]=[N:35][C:34]([CH2:37]Br)=[CH:33][N:32]=1)([CH3:27])([CH3:26])[CH3:25]. The catalyst is C(#N)C. The product is [C:24]([O:28][C:29]([NH:30][C:31]1[N:32]=[CH:33][C:34]([CH2:37][O:3][C:1](=[O:4])[CH3:2])=[N:35][CH:36]=1)=[O:39])([CH3:27])([CH3:26])[CH3:25]. The yield is 0.500. (5) The reactants are [Br:1][C:2]1[CH:3]=[C:4]2[C:9](=[C:10]([CH2:12][N:13]([CH:16]3[CH2:18][CH2:17]3)[CH:14]=O)[CH:11]=1)[O:8][C:7]([CH3:20])([CH3:19])[CH2:6][C:5]2([CH3:22])[CH3:21].B. The catalyst is O1CCCC1. The product is [Br:1][C:2]1[CH:3]=[C:4]2[C:9](=[C:10]([CH2:12][N:13]([CH:16]3[CH2:18][CH2:17]3)[CH3:14])[CH:11]=1)[O:8][C:7]([CH3:20])([CH3:19])[CH2:6][C:5]2([CH3:22])[CH3:21]. The yield is 1.00. (6) The catalyst is C(O)(=O)C. The reactants are [C:1]([C:3]1[C:4]([N:12]=[CH:13][N:14](C)C)=[N:5][C:6]([CH2:9][CH2:10][CH3:11])=[CH:7][N:8]=1)#[N:2].[CH3:17][C:18]1[CH:19]=[CH:20][C:21]([S:25][C:26]2[CH:31]=[CH:30][CH:29]=[CH:28][CH:27]=2)=[C:22](N)[CH:23]=1. The yield is 0.280. The product is [CH3:17][C:18]1[CH:19]=[CH:20][C:21]([S:25][C:26]2[CH:27]=[CH:28][CH:29]=[CH:30][CH:31]=2)=[C:22]([NH:2][C:1]2[C:3]3[C:4](=[N:5][C:6]([CH2:9][CH2:10][CH3:11])=[CH:7][N:8]=3)[N:12]=[CH:13][N:14]=2)[CH:23]=1. (7) The reactants are [Si:1]([O:8][CH2:9][C:10]1[CH:11]=[C:12]2[C:16](=[CH:17][CH:18]=1)[NH:15][N:14]=[C:13]2[C:19]([O:21][CH3:22])=[O:20])([C:4]([CH3:7])([CH3:6])[CH3:5])([CH3:3])[CH3:2].[Br:23][C:24]1[CH:25]=[C:26](B(O)O)[CH:27]=[CH:28][CH:29]=1. No catalyst specified. The product is [Br:23][C:24]1[CH:29]=[C:28]([N:15]2[C:16]3[C:12](=[CH:11][C:10]([CH2:9][O:8][Si:1]([C:4]([CH3:7])([CH3:6])[CH3:5])([CH3:3])[CH3:2])=[CH:18][CH:17]=3)[C:13]([C:19]([O:21][CH3:22])=[O:20])=[N:14]2)[CH:27]=[CH:26][CH:25]=1. The yield is 0.560. (8) The reactants are COC[O:4][CH2:5][CH2:6][CH2:7][C:8]1[C:9]([CH:13]([CH3:15])[CH3:14])=[N:10][NH:11][CH:12]=1.CS[C:18]1[N:23]=[CH:22][C:21]([C:24]#[N:25])=[CH:20][N:19]=1.[H-].[Na+].[H][H]. The catalyst is O.CN(C)C=O. The product is [OH:4][CH2:5][CH2:6][CH2:7][C:8]1[C:9]([CH:13]([CH3:15])[CH3:14])=[N:10][N:11]([C:18]2[N:23]=[CH:22][C:21]([C:24]#[N:25])=[CH:20][N:19]=2)[CH:12]=1. The yield is 0.360. (9) The reactants are [F:1][C:2]([F:18])([CH:7]([O:12]C(=O)C(C)=C)[CH2:8][CH:9]([CH3:11])[CH3:10])[C:3]([O:5][CH3:6])=[O:4].[CH3:19][O:20][CH2:21]CO.C1C=CC=CC=1. The catalyst is O.C1(C)C=CC(S(O)(=O)=O)=CC=1.O. The product is [F:18][C:2]([F:1])([CH:7]([OH:12])[CH2:8][CH:9]([CH3:10])[CH3:11])[C:3]([O:5][CH2:6][CH2:19][O:20][CH3:21])=[O:4]. The yield is 0.730. (10) The reactants are Cl[C:2]1[C:7]([CH:8]([CH2:13][CH2:14][CH3:15])[C:9]([O:11][CH3:12])=[O:10])=[C:6]([CH3:16])[N:5]=[C:4]([N:17]2[CH2:22][CH2:21][CH2:20][CH2:19][CH2:18]2)[N:3]=1.C(N(CC)C(C)C)(C)C.[Cl:32][C:33]1[CH:38]=[CH:37][C:36](B(O)O)=[C:35]([F:42])[CH:34]=1. The catalyst is COCCOC.O.C1C=CC([P]([Pd]([P](C2C=CC=CC=2)(C2C=CC=CC=2)C2C=CC=CC=2)([P](C2C=CC=CC=2)(C2C=CC=CC=2)C2C=CC=CC=2)[P](C2C=CC=CC=2)(C2C=CC=CC=2)C2C=CC=CC=2)(C2C=CC=CC=2)C2C=CC=CC=2)=CC=1. The product is [Cl:32][C:33]1[CH:38]=[CH:37][C:36]([C:2]2[C:7]([CH:8]([CH2:13][CH2:14][CH3:15])[C:9]([O:11][CH3:12])=[O:10])=[C:6]([CH3:16])[N:5]=[C:4]([N:17]3[CH2:22][CH2:21][CH2:20][CH2:19][CH2:18]3)[N:3]=2)=[C:35]([F:42])[CH:34]=1. The yield is 0.380.